This data is from Reaction yield outcomes from USPTO patents with 853,638 reactions. The task is: Predict the reaction yield, written as a fraction of the theoretical maximum amount of product (1.0 means a 100% yield; for example, 0.34 means a 34% yield). (1) The reactants are CC1(C)P([C:12]2[C:17]([O:18][CH3:19])=[CH:16][CH:15]=[C:14](OC)[C:13]=2C2C(C(C)C)=CC(C(C)C)=CC=2C(C)C)C(C)(C)CC2(OCCO2)C1.C(=O)([O-])[O-].[Cs+].[Cs+].[CH2:46]([OH:50])[CH2:47][CH2:48][CH3:49].ClC1C=CC=CC=1OC. The catalyst is C1(C)C=CC=CC=1.C(OCC)(=O)C.C([O-])(=O)C.[Pd+2].C([O-])(=O)C. The product is [CH2:46]([O:50][C:12]1[CH:13]=[CH:14][CH:15]=[CH:16][C:17]=1[O:18][CH3:19])[CH2:47][CH2:48][CH3:49]. The yield is 0.620. (2) The reactants are [F:1][C:2]1[CH:7]=[CH:6][C:5]([C:8]2[C:12]([CH2:13][O:14][C:15]3[CH:22]=[CH:21][C:18]([C:19]#N)=[CH:17][N:16]=3)=[C:11]([CH3:23])[O:10][N:9]=2)=[CH:4][CH:3]=1.C(O)C.[OH-:27].[Na+].[OH2:29]. No catalyst specified. The product is [F:1][C:2]1[CH:7]=[CH:6][C:5]([C:8]2[C:12]([CH2:13][O:14][C:15]3[CH:22]=[CH:21][C:18]([C:19]([OH:29])=[O:27])=[CH:17][N:16]=3)=[C:11]([CH3:23])[O:10][N:9]=2)=[CH:4][CH:3]=1. The yield is 0.830. (3) The reactants are [C:1]1([C:7]#[C:8][C:9]2[N:13]3[CH:14]=[CH:15][CH:16]=[CH:17][C:12]3=[N:11][C:10]=2[CH2:18][OH:19])[CH:6]=[CH:5][CH:4]=[CH:3][CH:2]=1.C(=O)([O-])[O-].[Cs+].[Cs+].[N:26]1([C:32](Cl)=[O:33])[CH2:31][CH2:30][O:29][CH2:28][CH2:27]1.[Na+].[Cl-]. The catalyst is O1CCCC1. The product is [C:1]1([C:7]#[C:8][C:9]2[N:13]3[CH:14]=[CH:15][CH:16]=[CH:17][C:12]3=[N:11][C:10]=2[CH2:18][O:19][C:32]([N:26]2[CH2:31][CH2:30][O:29][CH2:28][CH2:27]2)=[O:33])[CH:2]=[CH:3][CH:4]=[CH:5][CH:6]=1. The yield is 0.460.